From a dataset of NCI-60 drug combinations with 297,098 pairs across 59 cell lines. Regression. Given two drug SMILES strings and cell line genomic features, predict the synergy score measuring deviation from expected non-interaction effect. Drug 1: C1=CC(=CC=C1CC(C(=O)O)N)N(CCCl)CCCl.Cl. Drug 2: CCC(=C(C1=CC=CC=C1)C2=CC=C(C=C2)OCCN(C)C)C3=CC=CC=C3.C(C(=O)O)C(CC(=O)O)(C(=O)O)O. Cell line: SW-620. Synergy scores: CSS=10.6, Synergy_ZIP=-4.37, Synergy_Bliss=-0.0657, Synergy_Loewe=-4.95, Synergy_HSA=-4.38.